From a dataset of Catalyst prediction with 721,799 reactions and 888 catalyst types from USPTO. Predict which catalyst facilitates the given reaction. Reactant: [C:1]1([C:7]2[N:11]3[N:12]=[C:13]([O:18][CH3:19])[CH:14]=[C:15]([O:16][CH3:17])[C:10]3=[N:9][C:8]=2[C:20]2[CH:25]=[CH:24][C:23]([C:26]3([NH:30]C(=O)OC(C)(C)C)[CH2:29][CH2:28][CH2:27]3)=[CH:22][CH:21]=2)[CH:6]=[CH:5][CH:4]=[CH:3][CH:2]=1.C(Cl)Cl.Cl.[OH-].[Na+]. Product: [CH3:19][O:18][C:13]1[CH:14]=[C:15]([O:16][CH3:17])[C:10]2[N:11]([C:7]([C:1]3[CH:2]=[CH:3][CH:4]=[CH:5][CH:6]=3)=[C:8]([C:20]3[CH:21]=[CH:22][C:23]([C:26]4([NH2:30])[CH2:27][CH2:28][CH2:29]4)=[CH:24][CH:25]=3)[N:9]=2)[N:12]=1. The catalyst class is: 5.